This data is from Full USPTO retrosynthesis dataset with 1.9M reactions from patents (1976-2016). The task is: Predict the reactants needed to synthesize the given product. (1) Given the product [CH3:28][N:26]([CH3:27])[CH2:25][C@H:24]([CH3:29])[C@H:23]([C:19]1[CH:18]=[C:17]([OH:16])[CH:22]=[CH:21][CH:20]=1)[CH2:30][CH3:31], predict the reactants needed to synthesize it. The reactants are: CS(O)(=O)=O.N[C@H](C(O)=O)CCSC.C[O:16][C:17]1[CH:18]=[C:19]([C@H:23]([CH2:30][CH3:31])[C@@H:24]([CH3:29])[CH2:25][N:26]([CH3:28])[CH3:27])[CH:20]=[CH:21][CH:22]=1.O. (2) Given the product [Cl:37][C:34]1[S:33][C:32]([S:29]([N:10]([S:7]([C:5]2[S:6][C:2]([Cl:1])=[CH:3][CH:4]=2)(=[O:8])=[O:9])[C:11]2[C:19]3[C:14](=[CH:15][CH:16]=[CH:17][C:18]=3[O:20][CH3:21])[NH:13][N:12]=2)(=[O:30])=[O:31])=[CH:36][CH:35]=1, predict the reactants needed to synthesize it. The reactants are: [Cl:1][C:2]1[S:6][C:5]([S:7]([N:10]([S:29]([C:32]2[S:33][C:34]([Cl:37])=[CH:35][CH:36]=2)(=[O:31])=[O:30])[C:11]2[C:19]3[C:14](=[CH:15][CH:16]=[CH:17][C:18]=3[O:20][CH3:21])[N:13](C(OC(C)(C)C)=O)[N:12]=2)(=[O:9])=[O:8])=[CH:4][CH:3]=1.C(O)(C(F)(F)F)=O. (3) Given the product [CH:11]([C:7]1[CH:8]=[CH:9][CH:10]=[C:4]([CH:1]([CH3:3])[CH3:2])[C:5]=1[N:6]=[N:45][C:37]1[CH:38]=[C:39]([CH3:41])[CH:40]=[C:35]([C:33]2[C:34]3[C:25]([CH:26]=[C:27]4[C:32]=2[CH:31]=[CH:30][CH:29]=[CH:28]4)=[CH:24][CH:23]=[CH:22][CH:21]=3)[C:36]=1[OH:42])([CH3:13])[CH3:12], predict the reactants needed to synthesize it. The reactants are: [CH:1]([C:4]1[CH:10]=[CH:9][CH:8]=[C:7]([CH:11]([CH3:13])[CH3:12])[C:5]=1[NH2:6])([CH3:3])[CH3:2].C1([O-])C=CC=CC=1.[CH:21]1[C:34]2[C:25](=[CH:26][C:27]3[C:32]([C:33]=2[C:35]2[CH:40]=[C:39]([CH3:41])[CH:38]=[CH:37][C:36]=2[OH:42])=[CH:31][CH:30]=[CH:29][CH:28]=3)[CH:24]=[CH:23][CH:22]=1.[OH-].[Na+].[N:45]1C=CC=CC=1. (4) Given the product [C:1]([C:3]1[CH:8]=[CH:7][C:6]([NH:9][C:10]2[N:15]=[C:14]([NH:16][CH2:17][CH2:18][CH3:19])[C:13]([C:20]([OH:22])=[O:21])=[CH:12][N:11]=2)=[CH:5][CH:4]=1)(=[O:25])[NH2:2], predict the reactants needed to synthesize it. The reactants are: [C:1]([C:3]1[CH:8]=[CH:7][C:6]([NH:9][C:10]2[N:15]=[C:14]([NH:16][CH2:17][CH2:18][CH3:19])[C:13]([C:20]([O:22]CC)=[O:21])=[CH:12][N:11]=2)=[CH:5][CH:4]=1)#[N:2].[OH:25]O.Cl. (5) Given the product [Cl:15][C:16]1[CH:21]=[C:20]([C:2]2[CH:3]=[C:4]3[C:8](=[CH:9][CH:10]=2)[NH:7][C:6](=[O:11])[C:5]3([O:13][CH3:14])[CH3:12])[CH:19]=[CH:18][CH:17]=1, predict the reactants needed to synthesize it. The reactants are: Br[C:2]1[CH:3]=[C:4]2[C:8](=[CH:9][CH:10]=1)[NH:7][C:6](=[O:11])[C:5]2([O:13][CH3:14])[CH3:12].[Cl:15][C:16]1[CH:17]=[C:18](B(O)O)[CH:19]=[CH:20][CH:21]=1.C(=O)([O-])[O-].[Na+].[Na+].